This data is from Forward reaction prediction with 1.9M reactions from USPTO patents (1976-2016). The task is: Predict the product of the given reaction. (1) The product is: [I:3][C:4]1[CH:5]=[C:6]2[C:10](=[CH:11][CH:12]=1)[N:9]([Si:16]([CH:20]([CH3:22])[CH3:21])([CH:17]([CH3:19])[CH3:18])[CH:13]([CH3:15])[CH3:14])[N:8]=[CH:7]2. Given the reactants [H-].[Na+].[I:3][C:4]1[CH:5]=[C:6]2[C:10](=[CH:11][CH:12]=1)[NH:9][N:8]=[CH:7]2.[CH:13]([Si:16](Cl)([CH:20]([CH3:22])[CH3:21])[CH:17]([CH3:19])[CH3:18])([CH3:15])[CH3:14], predict the reaction product. (2) Given the reactants [Cl:1][C:2]1[CH:7]=[CH:6][C:5]([CH:8]2[C:12]3[N:13]([CH:22]([CH3:24])[CH3:23])[C:14]([CH:16]4[CH2:21][CH2:20][NH:19][CH2:18][CH2:17]4)=[N:15][C:11]=3[C:10](=[O:25])[N:9]2[C:26]2[CH:27]=[C:28]([CH3:36])[C:29]3[N:30]([C:32]([CH3:35])=[N:33][N:34]=3)[CH:31]=2)=[CH:4][CH:3]=1.Cl[C:38]([O:40][CH3:41])=[O:39].C([O-])(O)=O.[Na+], predict the reaction product. The product is: [Cl:1][C:2]1[CH:7]=[CH:6][C:5]([CH:8]2[C:12]3[N:13]([CH:22]([CH3:24])[CH3:23])[C:14]([CH:16]4[CH2:21][CH2:20][N:19]([C:38]([O:40][CH3:41])=[O:39])[CH2:18][CH2:17]4)=[N:15][C:11]=3[C:10](=[O:25])[N:9]2[C:26]2[CH:27]=[C:28]([CH3:36])[C:29]3[N:30]([C:32]([CH3:35])=[N:33][N:34]=3)[CH:31]=2)=[CH:4][CH:3]=1. (3) Given the reactants [CH3:1][N:2]([C:4]1[CH:12]=[CH:11][C:7]([CH2:8][CH2:9]O)=[CH:6][CH:5]=1)[CH3:3].C(Br)(Br)(Br)[Br:14].C1(P(C2C=CC=CC=2)C2C=CC=CC=2)C=CC=CC=1, predict the reaction product. The product is: [CH3:1][N:2]([C:4]1[CH:12]=[CH:11][C:7]([CH2:8][CH2:9][Br:14])=[CH:6][CH:5]=1)[CH3:3].